Predict the product of the given reaction. From a dataset of Forward reaction prediction with 1.9M reactions from USPTO patents (1976-2016). The product is: [O:1]1[C:6]2=[C:7]3[C:12](=[CH:13][CH:14]=[C:5]2[O:4][CH2:3][CH:2]1[CH2:15][N:16]([CH2:17][CH2:18][CH2:19][C:20]1[C:28]2[C:23](=[CH:24][CH:25]=[C:26]([F:29])[CH:27]=2)[NH:22][CH:21]=1)[CH3:32])[N:11]=[CH:10][CH:9]=[CH:8]3. Given the reactants [O:1]1[C:6]2=[C:7]3[C:12](=[CH:13][CH:14]=[C:5]2[O:4][CH2:3][C@@H:2]1[CH2:15][NH:16][CH2:17][CH2:18][CH2:19][C:20]1[C:28]2[C:23](=[CH:24][CH:25]=[C:26]([F:29])[CH:27]=2)[NH:22][CH:21]=1)[N:11]=[CH:10][CH:9]=[CH:8]3.C=O.[C:32]([BH3-])#N.[Na+].C(O)(=O)C, predict the reaction product.